From a dataset of Catalyst prediction with 721,799 reactions and 888 catalyst types from USPTO. Predict which catalyst facilitates the given reaction. (1) Reactant: [NH2:1][C:2]1[S:3][C:4]([CH2:7][CH2:8][C@H:9]2[C:12](=[O:13])[NH:11][C@@H:10]2[C:14]([O:16][CH2:17][C:18]2[CH:23]=[CH:22][CH:21]=[CH:20][CH:19]=2)=[O:15])=[CH:5][N:6]=1.[C:24]([O:28][C:29](O[C:29]([O:28][C:24]([CH3:27])([CH3:26])[CH3:25])=[O:30])=[O:30])([CH3:27])([CH3:26])[CH3:25]. Product: [C:24]([O:28][C:29]([NH:1][C:2]1[S:3][C:4]([CH2:7][CH2:8][C@H:9]2[C:12](=[O:13])[NH:11][C@@H:10]2[C:14]([O:16][CH2:17][C:18]2[CH:23]=[CH:22][CH:21]=[CH:20][CH:19]=2)=[O:15])=[CH:5][N:6]=1)=[O:30])([CH3:27])([CH3:26])[CH3:25]. The catalyst class is: 10. (2) Reactant: C([O:5][C:6](=[O:21])[CH2:7][O:8][C:9]1[CH:10]=[CH:11][C:12]([Cl:20])=[C:13]([CH:19]=1)[C:14]([O:16][CH2:17][CH3:18])=[O:15])(C)(C)C.FC(F)(F)C(O)=O. The catalyst class is: 4. Product: [Cl:20][C:12]1[CH:11]=[CH:10][C:9]([O:8][CH2:7][C:6]([OH:21])=[O:5])=[CH:19][C:13]=1[C:14]([O:16][CH2:17][CH3:18])=[O:15].